From a dataset of TCR-epitope binding with 47,182 pairs between 192 epitopes and 23,139 TCRs. Binary Classification. Given a T-cell receptor sequence (or CDR3 region) and an epitope sequence, predict whether binding occurs between them. (1) The epitope is YLNTLTLAV. The TCR CDR3 sequence is CASSLVEQGNTEAFF. Result: 1 (the TCR binds to the epitope). (2) The TCR CDR3 sequence is CASSYAFGQPDEAFF. The epitope is NYSGVVTTVMF. Result: 0 (the TCR does not bind to the epitope).